Task: Predict the reaction yield, written as a fraction of the theoretical maximum amount of product (1.0 means a 100% yield; for example, 0.34 means a 34% yield).. Dataset: Reaction yield outcomes from USPTO patents with 853,638 reactions (1) The product is [Br:1][C:2]1[CH:7]=[CH:6][C:5]([S:8][CH:12]2[CH2:17][CH2:16][O:15][CH2:14][CH2:13]2)=[CH:4][CH:3]=1. The yield is 0.780. The reactants are [Br:1][C:2]1[CH:7]=[CH:6][C:5]([SH:8])=[CH:4][CH:3]=1.[H-].[Na+].Br[CH:12]1[CH2:17][CH2:16][O:15][CH2:14][CH2:13]1. The catalyst is CN(C=O)C.O. (2) The reactants are [F:1][C:2]1[CH:7]=[CH:6][C:5]([NH:8][C:9]([NH:11][C:12]2[N:16]([C:17]3[CH:22]=[CH:21][CH:20]=[CH:19][CH:18]=3)[N:15]=[C:14]([C:23]([F:26])([F:25])[F:24])[CH:13]=2)=[O:10])=[CH:4][C:3]=1[O:27]C.B(Br)(Br)Br. The catalyst is C(Cl)Cl. The product is [C:2]1([N:8]([C:5]2[CH:6]=[CH:7][C:2]([F:1])=[C:3]([OH:27])[CH:4]=2)[C:9]([NH:11][C:12]2[N:16]([C:17]3[CH:18]=[CH:19][CH:20]=[CH:21][CH:22]=3)[N:15]=[C:14]([C:23]([F:25])([F:24])[F:26])[CH:13]=2)=[O:10])[CH:7]=[CH:6][CH:5]=[CH:4][CH:3]=1. The yield is 0.340. (3) The reactants are C([O:3][C:4]([C:6]1([NH:15][C:16](=[O:30])[C:17]2[CH:22]=[CH:21][CH:20]=[C:19]([CH3:23])[C:18]=2[C:24]([CH2:28][CH3:29])=[CH:25][CH2:26][CH3:27])[CH2:14][C:13]2[C:8](=[CH:9][CH:10]=[CH:11][CH:12]=2)[CH2:7]1)=[O:5])C.[OH-].[K+].O. The catalyst is CCO. The product is [CH2:28]([C:24]([C:18]1[C:19]([CH3:23])=[CH:20][CH:21]=[CH:22][C:17]=1[C:16]([NH:15][C:6]1([C:4]([OH:5])=[O:3])[CH2:14][C:13]2[C:8](=[CH:9][CH:10]=[CH:11][CH:12]=2)[CH2:7]1)=[O:30])=[CH:25][CH2:26][CH3:27])[CH3:29]. The yield is 0.970. (4) The yield is 0.700. The product is [Cl:1][C:2]1[CH:7]=[CH:6][N:5]=[C:4]2[CH:8]=[C:9]([C:23]3[N:28]=[CH:27][C:26]([CH2:29][N:30]4[CH2:31][CH2:32][N:33]([C:36]([O:38][C:39]([CH3:42])([CH3:41])[CH3:40])=[O:37])[CH2:34][CH2:35]4)=[CH:25][CH:24]=3)[S:10][C:3]=12. The reactants are [Cl:1][C:2]1[CH:7]=[CH:6][N:5]=[C:4]2[CH:8]=[CH:9][S:10][C:3]=12.[Li]CCCC.CC1CCCO1.Br[C:23]1[N:28]=[CH:27][C:26]([CH2:29][N:30]2[CH2:35][CH2:34][N:33]([C:36]([O:38][C:39]([CH3:42])([CH3:41])[CH3:40])=[O:37])[CH2:32][CH2:31]2)=[CH:25][CH:24]=1. The catalyst is C1COCC1.[Cl-].[Cl-].[Zn+2].C1C=CC([P]([Pd]([P](C2C=CC=CC=2)(C2C=CC=CC=2)C2C=CC=CC=2)([P](C2C=CC=CC=2)(C2C=CC=CC=2)C2C=CC=CC=2)[P](C2C=CC=CC=2)(C2C=CC=CC=2)C2C=CC=CC=2)(C2C=CC=CC=2)C2C=CC=CC=2)=CC=1. (5) The reactants are [CH2:1]([O:8][C:9]1[C:10]([CH:19]([O:24][C:25]([CH3:28])([CH3:27])[CH3:26])[C:20]([O:22]C)=[O:21])=[CH:11][C:12]2[C:17]([CH:18]=1)=[CH:16][CH:15]=[CH:14][CH:13]=2)[C:2]1[CH:7]=[CH:6][CH:5]=[CH:4][CH:3]=1.[OH-].[K+]. The catalyst is C(O)C.O. The product is [CH2:1]([O:8][C:9]1[C:10]([CH:19]([O:24][C:25]([CH3:28])([CH3:27])[CH3:26])[C:20]([OH:22])=[O:21])=[CH:11][C:12]2[C:17]([CH:18]=1)=[CH:16][CH:15]=[CH:14][CH:13]=2)[C:2]1[CH:3]=[CH:4][CH:5]=[CH:6][CH:7]=1. The yield is 0.890. (6) The yield is 0.660. The catalyst is [Au](Br)(Br)Br. The product is [CH2:10]([O:12][C:13]([N:15]1[CH2:16][CH2:17][N:18]([CH:21]([CH:22]([CH3:25])[CH3:23])[C:9]#[C:8][C:4]2[CH:5]=[CH:6][CH:7]=[C:2]([Cl:1])[CH:3]=2)[CH2:19][CH2:20]1)=[O:14])[CH3:11]. The reactants are [Cl:1][C:2]1[CH:3]=[C:4]([C:8]#[CH:9])[CH:5]=[CH:6][CH:7]=1.[CH2:10]([O:12][C:13]([N:15]1[CH2:20][CH2:19][NH:18][CH2:17][CH2:16]1)=[O:14])[CH3:11].[CH3:21][CH:22]([CH3:25])[CH:23]=O. (7) The product is [O:1]=[C:2]1[C:6]([C:7]2[CH:12]=[CH:11][C:10]([C:13]([F:16])([F:15])[F:14])=[CH:9][CH:8]=2)=[N:5][C:4]2([CH2:21][CH2:20][CH2:19][CH2:18][CH2:17]2)[N:3]1[CH2:22][C:23]([Cl:29])=[O:25]. The yield is 0.990. The reactants are [O:1]=[C:2]1[C:6]([C:7]2[CH:12]=[CH:11][C:10]([C:13]([F:16])([F:15])[F:14])=[CH:9][CH:8]=2)=[N:5][C:4]2([CH2:21][CH2:20][CH2:19][CH2:18][CH2:17]2)[N:3]1[CH2:22][C:23]([OH:25])=O.C(Cl)(=O)C([Cl:29])=O. The catalyst is C(Cl)Cl.CN(C=O)C.